Predict the reaction yield, written as a fraction of the theoretical maximum amount of product (1.0 means a 100% yield; for example, 0.34 means a 34% yield). From a dataset of Reaction yield outcomes from USPTO patents with 853,638 reactions. (1) The reactants are [Cl:1][C:2]1[CH:7]=[CH:6][C:5](Cl)=[CH:4][C:3]=1[S:9]([NH:12][CH2:13][C:14]1[CH:15]=[C:16]([C:20]2[CH:21]=[C:22]3[C:26](=[C:27]([C:29]([NH2:31])=[O:30])[CH:28]=2)[NH:25][CH:24]=[C:23]3[CH:32]2[CH2:37][CH2:36][N:35]([S:38]([CH2:41][CH3:42])(=[O:40])=[O:39])[CH2:34][CH2:33]2)[CH:17]=[CH:18][CH:19]=1)(=[O:11])=[O:10].Cl[C:44]1C=CC(Cl)=CC=1S(Cl)(=O)=O. No catalyst specified. The product is [Cl:1][C:2]1[CH:7]=[CH:6][CH:5]=[C:4]([CH3:44])[C:3]=1[S:9]([NH:12][CH2:13][C:14]1[CH:15]=[C:16]([C:20]2[CH:21]=[C:22]3[C:26](=[C:27]([C:29]([NH2:31])=[O:30])[CH:28]=2)[NH:25][CH:24]=[C:23]3[CH:32]2[CH2:37][CH2:36][N:35]([S:38]([CH2:41][CH3:42])(=[O:39])=[O:40])[CH2:34][CH2:33]2)[CH:17]=[CH:18][CH:19]=1)(=[O:11])=[O:10]. The yield is 0.300. (2) The reactants are [C:1](#N)[CH3:2].[CH2:4](Br)[C:5]1[CH:10]=[CH:9][CH:8]=[CH:7][CH:6]=1.[C:12](=[O:15])([O-])[O-].[K+].[K+].C(Cl)Cl.[OH2:21]. No catalyst specified. The product is [CH2:4]([O:21][C:2]1[CH:1]=[CH:7][C:6]([CH:12]=[O:15])=[CH:5][CH:4]=1)[C:5]1[CH:10]=[CH:9][CH:8]=[CH:7][CH:6]=1. The yield is 0.887. (3) The reactants are [CH2:1]([N:8]1[CH2:17][CH2:16][C:15]2[C:14]([C:18]3[CH:23]=[CH:22][CH:21]=[CH:20][CH:19]=3)=[N:13][C:12](Cl)=[N:11][C:10]=2[CH2:9]1)[C:2]1[CH:7]=[CH:6][CH:5]=[CH:4][CH:3]=1.[NH2:25][C:26]1[CH:42]=[CH:41][C:29]([C:30]([NH:32][C:33]2[C:38]([CH3:39])=[CH:37][CH:36]=[CH:35][C:34]=2[CH3:40])=[O:31])=[CH:28][CH:27]=1.C(P(C(C)(C)C)C1C=CC=CC=1)(C)(C)C.C(=O)([O-])[O-].[Cs+].[Cs+]. The catalyst is C(OCC)(=O)C.C(O[Pd]OC(=O)C)(=O)C.C1(C)C=CC=CC=1. The product is [CH3:39][C:38]1[CH:37]=[CH:36][CH:35]=[C:34]([CH3:40])[C:33]=1[NH:32][C:30](=[O:31])[C:29]1[CH:28]=[CH:27][C:26]([NH:25][C:12]2[N:13]=[C:14]([C:18]3[CH:23]=[CH:22][CH:21]=[CH:20][CH:19]=3)[C:15]3[CH2:16][CH2:17][N:8]([CH2:1][C:2]4[CH:7]=[CH:6][CH:5]=[CH:4][CH:3]=4)[CH2:9][C:10]=3[N:11]=2)=[CH:42][CH:41]=1. The yield is 0.500.